This data is from Full USPTO retrosynthesis dataset with 1.9M reactions from patents (1976-2016). The task is: Predict the reactants needed to synthesize the given product. (1) Given the product [S:42]1[CH:43]=[CH:44][CH:45]=[C:41]1[NH:38][C:39](=[O:40])[O:30][C:26]1[CH:27]=[CH:28][CH:29]=[C:24]([C@@H:8]2[C@@H:9]([OH:20])[C@@H:10]([OH:16])[C@H:11]([OH:12])[C@@H:6]([CH2:5][OH:4])[O:7]2)[CH:25]=1, predict the reactants needed to synthesize it. The reactants are: C([O:4][CH2:5][C@@H:6]1[C@@H:11]([O:12]C(=O)C)[C@H:10]([O:16]C(=O)C)[C@H:9]([O:20]C(=O)C)[CH:8]([C:24]2[CH:29]=[CH:28][CH:27]=[C:26]([OH:30])[CH:25]=2)[O:7]1)(=O)C.C(N(CC)CC)C.[N:38]([C:41]1[S:42][CH:43]=[CH:44][CH:45]=1)=[C:39]=[O:40]. (2) The reactants are: [CH3:1][N:2]1[C:6]([CH3:7])=[C:5]([C:8]2[CH:13]=[CH:12][C:11]([NH:14][CH:15]=O)=[C:10]([O:17][CH3:18])[CH:9]=2)[CH:4]=[N:3]1.CS(C1[N:24]=[CH:25][C:26]2[CH:32]=[CH:31][N:30]=[C:29]([NH:33][CH2:34][C:35]([CH3:38])([CH3:37])[CH3:36])[C:27]=2[N:28]=1)(=O)=O. Given the product [CH3:1][N:2]1[C:6]([CH3:7])=[C:5]([C:8]2[CH:13]=[CH:12][C:11]([NH:14][C:15]3[N:24]=[CH:25][C:26]4[CH:32]=[CH:31][N:30]=[C:29]([NH:33][CH2:34][C:35]([CH3:38])([CH3:37])[CH3:36])[C:27]=4[N:28]=3)=[C:10]([O:17][CH3:18])[CH:9]=2)[CH:4]=[N:3]1, predict the reactants needed to synthesize it. (3) Given the product [Cl:1][C:2]1[CH:17]=[CH:16][C:15]([C@H:18]2[C@H:23]([O:24][CH2:25][C:85]3[CH:90]=[CH:89][CH:88]=[CH:87][CH:86]=3)[C@@H:22]([O:32][CH2:33][C:34]3[CH:39]=[CH:38][CH:37]=[CH:36][CH:35]=3)[C@H:21]([O:40][CH2:41][C:42]3[CH:47]=[CH:46][CH:45]=[CH:44][CH:43]=3)[C@@H:20]([CH2:48][O:49][CH2:50][C:51]3[CH:56]=[CH:55][CH:54]=[CH:53][CH:52]=3)[O:19]2)=[CH:14][C:3]=1[CH2:4][C:5]1[N:10]=[N:9][C:8]([C:11]([NH:64][CH2:65][C:59](=[O:61])[CH3:58])=[O:12])=[CH:7][CH:6]=1, predict the reactants needed to synthesize it. The reactants are: [Cl:1][C:2]1[CH:17]=[CH:16][C:15]([C@H:18]2[C@H:23]([O:24][CH2:25]C3C=CC=CC=3)[C@@H:22]([O:32][CH2:33][C:34]3[CH:39]=[CH:38][CH:37]=[CH:36][CH:35]=3)[C@H:21]([O:40][CH2:41][C:42]3[CH:47]=[CH:46][CH:45]=[CH:44][CH:43]=3)[C@@H:20]([CH2:48][O:49][CH2:50][C:51]3[CH:56]=[CH:55][CH:54]=[CH:53][CH:52]=3)[O:19]2)=[CH:14][C:3]=1[CH2:4][C:5]1[N:10]=[N:9][C:8]([C:11](O)=[O:12])=[CH:7][CH:6]=1.F[C:58](F)(F)[C:59]([OH:61])=O.[NH2:64][CH2:65]C(=O)C.CCN=C=NCCCN(C)C.O.ON1[C:86]2[CH:87]=[CH:88][CH:89]=[CH:90][C:85]=2N=N1.CN1CCOCC1. (4) Given the product [Cl:31][C:26]1[CH:27]=[CH:28][CH:29]=[CH:30][C:25]=1[C:13]1[O:12][C:11]([C:9]2[C:8]([CH3:32])=[CH:7][N:6]=[C:5]([NH:4][C:1](=[O:3])[CH3:2])[CH:10]=2)=[N:15][C:14]=1[C:16]1[O:23][CH:20]=[CH:19][N:18]=1, predict the reactants needed to synthesize it. The reactants are: [C:1]([NH:4][C:5]1[CH:10]=[C:9]([C:11]2[O:12][C:13]([C:25]3[CH:30]=[CH:29][CH:28]=[CH:27][C:26]=3[Cl:31])=[C:14]([C:16]([NH:18][CH2:19][CH:20]([O:23]C)OC)=O)[N:15]=2)[C:8]([CH3:32])=[CH:7][N:6]=1)(=[O:3])[CH3:2].CS(O)(=O)=O.O=P12OP3(OP(OP(O3)(O1)=O)(=O)O2)=O.